From a dataset of CYP1A2 inhibition data for predicting drug metabolism from PubChem BioAssay. Regression/Classification. Given a drug SMILES string, predict its absorption, distribution, metabolism, or excretion properties. Task type varies by dataset: regression for continuous measurements (e.g., permeability, clearance, half-life) or binary classification for categorical outcomes (e.g., BBB penetration, CYP inhibition). Dataset: cyp1a2_veith. (1) The molecule is CC1(C)N=C(N)NC(Nc2ccccc2)=N1. The result is 0 (non-inhibitor). (2) The compound is COc1cc(C(=O)OCC(=O)Nc2cc(C)on2)cc(OC)c1OC. The result is 0 (non-inhibitor). (3) The drug is Cc1cccc(C)c1NC(=O)CS(=O)CC(=O)NCCCc1ccccc1. The result is 0 (non-inhibitor). (4) The drug is Cc1cn([C@H]2C[C@H](O)[C@@H](COC(N)=O)O2)c(=O)[nH]c1=O. The result is 0 (non-inhibitor). (5) The drug is CCN(CC)S(=O)(=O)c1ccc(C(=O)NC2=C(C(=O)OC)SCC2)cc1. The result is 1 (inhibitor).